This data is from Full USPTO retrosynthesis dataset with 1.9M reactions from patents (1976-2016). The task is: Predict the reactants needed to synthesize the given product. Given the product [CH:38]([C:35]1[CH:34]=[C:33]([NH:32][C:23](=[O:24])[CH2:22][C:19]2[CH:18]=[CH:17][C:16]([O:15][C:6]3[C:5]4[C:10](=[CH:11][C:12]([O:13][CH3:14])=[C:3]([O:2][CH3:1])[CH:4]=4)[N:9]=[CH:8][N:7]=3)=[CH:21][CH:20]=2)[O:37][N:36]=1)([CH3:40])[CH3:39], predict the reactants needed to synthesize it. The reactants are: [CH3:1][O:2][C:3]1[CH:4]=[C:5]2[C:10](=[CH:11][C:12]=1[O:13][CH3:14])[N:9]=[CH:8][N:7]=[C:6]2[O:15][C:16]1[CH:21]=[CH:20][C:19]([CH2:22][C:23](O)=[O:24])=[CH:18][CH:17]=1.C(Cl)(=O)C(Cl)=O.[NH2:32][C:33]1[O:37][N:36]=[C:35]([CH:38]([CH3:40])[CH3:39])[CH:34]=1.